Dataset: NCI-60 drug combinations with 297,098 pairs across 59 cell lines. Task: Regression. Given two drug SMILES strings and cell line genomic features, predict the synergy score measuring deviation from expected non-interaction effect. Drug 2: CS(=O)(=O)OCCCCOS(=O)(=O)C. Synergy scores: CSS=7.36, Synergy_ZIP=-6.14, Synergy_Bliss=-3.33, Synergy_Loewe=-17.5, Synergy_HSA=-4.60. Drug 1: CC1CCC2CC(C(=CC=CC=CC(CC(C(=O)C(C(C(=CC(C(=O)CC(OC(=O)C3CCCCN3C(=O)C(=O)C1(O2)O)C(C)CC4CCC(C(C4)OC)OCCO)C)C)O)OC)C)C)C)OC. Cell line: DU-145.